This data is from Rat liver microsome stability data. The task is: Regression/Classification. Given a drug SMILES string, predict its absorption, distribution, metabolism, or excretion properties. Task type varies by dataset: regression for continuous measurements (e.g., permeability, clearance, half-life) or binary classification for categorical outcomes (e.g., BBB penetration, CYP inhibition). Dataset: rlm. (1) The molecule is Oc1cc(CN=Cc2c(O)nc(O)c3ccc(I)cc23)ncc1-c1ccoc1. The result is 0 (unstable in rat liver microsomes). (2) The result is 1 (stable in rat liver microsomes). The molecule is CC(=O)N1CCN2CCCc3c(C)c4c(n3-c3ccc(C(N)=O)c(c3)NC[C@H]2C1)CC(C)(C)CC4=O. (3) The compound is O=C(NC1(C(F)(F)F)CC1)c1nn(-c2c[n+]([O-])ccn2)c2c1C[C@@H]1C[C@H]21. The result is 0 (unstable in rat liver microsomes). (4) The compound is Cc1ccc(-n2c(=O)c3oc4ccccc4c3n(CC(=O)Nc3ccc(F)c(Cl)c3)c2=O)cc1C. The result is 1 (stable in rat liver microsomes).